This data is from Catalyst prediction with 721,799 reactions and 888 catalyst types from USPTO. The task is: Predict which catalyst facilitates the given reaction. (1) Reactant: [Cl:1][C:2]1[CH:7]=[C:6]([F:8])[CH:5]=[CH:4][C:3]=1[C@H:9]1[CH2:14][C@@H:13]([C:15]2[O:19][NH:18][C:17](=[O:20])[CH:16]=2)[CH2:12][CH2:11][N:10]1C(OC)=O.C(O)(=O)C. Product: [Cl:1][C:2]1[CH:7]=[C:6]([F:8])[CH:5]=[CH:4][C:3]=1[C@H:9]1[CH2:14][C@@H:13]([C:15]2[O:19][NH:18][C:17](=[O:20])[CH:16]=2)[CH2:12][CH2:11][NH:10]1. The catalyst class is: 201. (2) Reactant: [H-].[Na+].[CH2:3]([N:10]1[C:14]2[CH:15]=[CH:16][C:17]3[N:18]([C:19]([CH3:22])=[N:20][N:21]=3)[C:13]=2[CH:12]=[C:11]1[C:23]1[NH:27][N:26]=[CH:25][CH:24]=1)[C:4]1[CH:9]=[CH:8][CH:7]=[CH:6][CH:5]=1.I[CH2:29][CH3:30]. Product: [CH2:3]([N:10]1[C:14]2[CH:15]=[CH:16][C:17]3[N:18]([C:19]([CH3:22])=[N:20][N:21]=3)[C:13]=2[CH:12]=[C:11]1[C:23]1[CH:24]=[CH:25][N:26]([CH2:29][CH3:30])[N:27]=1)[C:4]1[CH:5]=[CH:6][CH:7]=[CH:8][CH:9]=1. The catalyst class is: 3.